Dataset: Full USPTO retrosynthesis dataset with 1.9M reactions from patents (1976-2016). Task: Predict the reactants needed to synthesize the given product. The reactants are: [N:1]([CH2:4][CH2:5][C@H:6]([NH:14]C(=O)OC(C)(C)C)[CH2:7][C:8]1[CH:13]=[CH:12][CH:11]=[CH:10][CH:9]=1)=[N+:2]=[N-:3].[ClH:22]. Given the product [ClH:22].[N:1]([CH2:4][CH2:5][C@H:6]([NH2:14])[CH2:7][C:8]1[CH:13]=[CH:12][CH:11]=[CH:10][CH:9]=1)=[N+:2]=[N-:3].[N:1]([CH2:4][CH2:5][C@H:6]([NH2:14])[CH2:7][C:8]1[CH:13]=[CH:12][CH:11]=[CH:10][CH:9]=1)=[N+:2]=[N-:3], predict the reactants needed to synthesize it.